From a dataset of Reaction yield outcomes from USPTO patents with 853,638 reactions. Predict the reaction yield, written as a fraction of the theoretical maximum amount of product (1.0 means a 100% yield; for example, 0.34 means a 34% yield). (1) The reactants are [C:1]([C:4]1[CH:5]=[N:6][C:7]2[C:12]([C:13]=1[NH:14][C@H:15]1[CH2:20][CH2:19][C@H:18]([NH:21][C:22](=[O:33])[CH:23]([NH:25]C(=O)OC(C)(C)C)[CH3:24])[CH2:17][CH2:16]1)=[N:11][C:10]([C:34]1[CH:39]=[C:38]([Cl:40])[C:37]([OH:41])=[C:36]([Cl:42])[CH:35]=1)=[CH:9][CH:8]=2)(=[O:3])[CH3:2].[ClH:43]. No catalyst specified. The product is [ClH:40].[ClH:43].[C:1]([C:4]1[CH:5]=[N:6][C:7]2[C:12]([C:13]=1[NH:14][C@H:15]1[CH2:20][CH2:19][C@H:18]([NH:21][C:22](=[O:33])[CH:23]([NH2:25])[CH3:24])[CH2:17][CH2:16]1)=[N:11][C:10]([C:34]1[CH:35]=[C:36]([Cl:42])[C:37]([OH:41])=[C:38]([Cl:40])[CH:39]=1)=[CH:9][CH:8]=2)(=[O:3])[CH3:2]. The yield is 0.410. (2) The reactants are C([O:8][C:9]1[CH:14]=[CH:13][C:12]([N:15]2[CH2:20][CH2:19][O:18][CH2:17][CH2:16]2)=[CH:11][C:10]=1[N+:21]([O-])=O)C1C=CC=CC=1. The catalyst is ClCCl.C(O)C.[Pd]. The product is [NH2:21][C:10]1[CH:11]=[C:12]([N:15]2[CH2:16][CH2:17][O:18][CH2:19][CH2:20]2)[CH:13]=[CH:14][C:9]=1[OH:8]. The yield is 0.960. (3) The reactants are Br[C:2]1[CH:3]=[C:4]([NH:10][C:11]2[CH:16]=[CH:15][C:14]([N:17]3[CH2:22][CH2:21][NH:20][CH2:19][CH2:18]3)=[CH:13][N:12]=2)[C:5](=[O:9])[N:6]([CH3:8])[CH:7]=1.[C:23]([O:26][CH2:27][C:28]1[C:29]([N:43]2[CH2:55][CH2:54][N:46]3[C:47]4[CH2:48][CH2:49][CH2:50][CH2:51][C:52]=4[CH:53]=[C:45]3[C:44]2=[O:56])=[N:30][CH:31]=[CH:32][C:33]=1B1OC(C)(C)C(C)(C)O1)(=[O:25])[CH3:24].[O-]P([O-])([O-])=O.[K+].[K+].[K+]. The catalyst is C1C=CC(P(C2C=CC=CC=2)[C-]2C=CC=C2)=CC=1.C1C=CC(P(C2C=CC=CC=2)[C-]2C=CC=C2)=CC=1.Cl[Pd]Cl.[Fe+2].O1CCCC1. The product is [C:23]([O:26][CH2:27][C:28]1[C:29]([N:43]2[CH2:55][CH2:54][N:46]3[C:47]4[CH2:48][CH2:49][CH2:50][CH2:51][C:52]=4[CH:53]=[C:45]3[C:44]2=[O:56])=[N:30][CH:31]=[CH:32][C:33]=1[C:2]1[CH:3]=[C:4]([NH:10][C:11]2[CH:16]=[CH:15][C:14]([N:17]3[CH2:22][CH2:21][NH:20][CH2:19][CH2:18]3)=[CH:13][N:12]=2)[C:5](=[O:9])[N:6]([CH3:8])[CH:7]=1)(=[O:25])[CH3:24]. The yield is 0.583. (4) The reactants are [Cl:1][C:2]1[N:10]=[C:9]2[C:5]([N:6]=[CH:7][NH:8]2)=[C:4](Cl)[N:3]=1.CCN(CC)CC.Cl.[F:20][C:21]1([F:26])[CH2:25][CH2:24][NH:23][CH2:22]1. The catalyst is CN(C=O)C. The product is [Cl:1][C:2]1[N:10]=[C:9]2[C:5]([N:6]=[CH:7][NH:8]2)=[C:4]([N:23]2[CH2:24][CH2:25][C:21]([F:26])([F:20])[CH2:22]2)[N:3]=1. The yield is 0.730. (5) The reactants are [CH:1]([N:4]1[C:8]([C:9]2[N:18]=[C:17]3[N:11]([CH2:12][CH2:13][O:14][C:15]4[CH:22]=[C:21]([OH:23])[CH:20]=[CH:19][C:16]=43)[CH:10]=2)=[N:7][CH:6]=[N:5]1)([CH3:3])[CH3:2].Br[CH2:25][C:26]([NH2:28])=[O:27].C(=O)([O-])[O-].[Cs+].[Cs+]. The catalyst is CN(C=O)C.O. The product is [CH:1]([N:4]1[C:8]([C:9]2[N:18]=[C:17]3[C:16]4[CH:19]=[CH:20][C:21]([O:23][CH2:25][C:26]([NH2:28])=[O:27])=[CH:22][C:15]=4[O:14][CH2:13][CH2:12][N:11]3[CH:10]=2)=[N:7][CH:6]=[N:5]1)([CH3:3])[CH3:2]. The yield is 0.640. (6) The reactants are C(OC(=O)[NH:7][C@H:8]([C:17](=[O:27])[NH:18][C:19]1[CH:24]=[CH:23][C:22]([C:25]#[CH:26])=[CH:21][CH:20]=1)[C@H:9]([C:11]1[CH:16]=[CH:15][CH:14]=[CH:13][CH:12]=1)[CH3:10])(C)(C)C. The catalyst is C(O)=O. The product is [NH2:7][C@@H:8]([C@H:9]([C:11]1[CH:12]=[CH:13][CH:14]=[CH:15][CH:16]=1)[CH3:10])[C:17]([NH:18][C:19]1[CH:24]=[CH:23][C:22]([C:25]#[CH:26])=[CH:21][CH:20]=1)=[O:27]. The yield is 0.920. (7) The reactants are [CH:1]([C:3]1[CH:11]=[C:7]([C:8]([OH:10])=[O:9])[C:6]([OH:12])=[CH:5][CH:4]=1)=O.[C:13](#[N:17])[CH2:14][C:15]#[N:16].C(N)C1C=CC=CC=1. The catalyst is C(O)C. The product is [C:15]([C:14]([C:13]#[N:17])=[CH:1][C:3]1[CH:4]=[CH:5][C:6]([OH:12])=[C:7]([CH:11]=1)[C:8]([OH:10])=[O:9])#[N:16]. The yield is 0.327. (8) The reactants are [O:1]=[C:2]1[NH:7][CH:6]=[N:5][C:4]2[N:8]([CH:11]3[CH2:16][CH2:15][N:14]([C:17]([O:19][C:20]([CH3:23])([CH3:22])[CH3:21])=[O:18])[CH2:13][CH2:12]3)[CH:9]=[CH:10][C:3]1=2.[F:24][C:25]1[CH:30]=[CH:29][C:28]([C:31]([N:33]2[CH2:40][CH2:39][C:36]3([O:38][CH2:37]3)[CH2:35][CH2:34]2)=[O:32])=[CH:27][CH:26]=1.C(=O)([O-])[O-].[Cs+].[Cs+]. The catalyst is CN(C=O)C. The product is [F:24][C:25]1[CH:30]=[CH:29][C:28]([C:31]([N:33]2[CH2:34][CH2:35][C:36]([CH2:37][N:7]3[C:2](=[O:1])[C:3]4[CH:10]=[CH:9][N:8]([CH:11]5[CH2:12][CH2:13][N:14]([C:17]([O:19][C:20]([CH3:23])([CH3:22])[CH3:21])=[O:18])[CH2:15][CH2:16]5)[C:4]=4[N:5]=[CH:6]3)([OH:38])[CH2:39][CH2:40]2)=[O:32])=[CH:27][CH:26]=1. The yield is 0.580. (9) The reactants are [N:1]([O-])=O.[Na+].[CH3:5][C:6]1[C:12]([CH3:13])=[CH:11][C:10]([N+:14]([O-:16])=[O:15])=[CH:9][C:7]=1[NH2:8]. The catalyst is O.C(O)(=O)C.C(OCC)(=O)C. The product is [CH3:13][C:12]1[CH:11]=[C:10]([N+:14]([O-:16])=[O:15])[CH:9]=[C:7]2[C:6]=1[CH:5]=[N:1][NH:8]2. The yield is 0.840.